From a dataset of Reaction yield outcomes from USPTO patents with 853,638 reactions. Predict the reaction yield, written as a fraction of the theoretical maximum amount of product (1.0 means a 100% yield; for example, 0.34 means a 34% yield). (1) The reactants are [CH2:1](Br)[CH:2]=[CH2:3].[N+:5]([C:8]1[CH:13]=[CH:12][C:11]([OH:14])=[CH:10][CH:9]=1)([O-:7])=[O:6].C([O-])([O-])=O.[K+].[K+]. The catalyst is CC#N. The product is [CH2:1]([O:14][C:11]1[CH:12]=[CH:13][C:8]([N+:5]([O-:7])=[O:6])=[CH:9][CH:10]=1)[CH:2]=[CH2:3]. The yield is 0.980. (2) The reactants are [NH2:1][C:2]1[C:7](=[O:8])[CH:6]=[CH:5][N:4]([C:9]2[CH:14]=[CH:13][CH:12]=[C:11]([C:15]([F:18])([F:17])[F:16])[CH:10]=2)[N:3]=1.[CH:19]([CH:21]=O)=O.[CH:23](=O)[C:24]1[CH:29]=[CH:28][CH:27]=[CH:26][CH:25]=1.[NH4+:31].[Cl-].OP(O)(O)=O. The catalyst is CO.O. The product is [C:24]1([C:23]2[N:1]([C:2]3[C:7](=[O:8])[CH:6]=[CH:5][N:4]([C:9]4[CH:14]=[CH:13][CH:12]=[C:11]([C:15]([F:16])([F:18])[F:17])[CH:10]=4)[N:3]=3)[CH:19]=[CH:21][N:31]=2)[CH:29]=[CH:28][CH:27]=[CH:26][CH:25]=1. The yield is 0.0300. (3) The reactants are C([O:4][C@H:5]1[C@@H:22]([O:23][C:24](=[O:31])[C:25]2[CH:30]=[CH:29][CH:28]=[CH:27][CH:26]=2)[C@H:21]([O:32][CH2:33][C:34]2[CH:39]=[CH:38][C:37]([Br:40])=[CH:36][CH:35]=2)[C@@H:20]([C@H:41]([CH2:50][O:51][C:52](=[O:59])[C:53]2[CH:58]=[CH:57][CH:56]=[CH:55][CH:54]=2)[O:42][CH2:43][C:44]2[CH:49]=[CH:48][CH:47]=[CH:46][CH:45]=2)[O:19][CH:6]1[S:7][C:8]1[CH:13]=[C:12]([C:14]([CH3:17])([CH3:16])[CH3:15])[CH:11]=[CH:10][C:9]=1[CH3:18])(=O)C.C(Cl)(=O)C. The catalyst is CO.C(Cl)Cl. The product is [C:24]([O:23][C@H:22]1[C@H:21]([O:32][CH2:33][C:34]2[CH:39]=[CH:38][C:37]([Br:40])=[CH:36][CH:35]=2)[C@@H:20]([C@H:41]([CH2:50][O:51][C:52](=[O:59])[C:53]2[CH:58]=[CH:57][CH:56]=[CH:55][CH:54]=2)[O:42][CH2:43][C:44]2[CH:45]=[CH:46][CH:47]=[CH:48][CH:49]=2)[O:19][CH:6]([S:7][C:8]2[CH:13]=[C:12]([C:14]([CH3:16])([CH3:17])[CH3:15])[CH:11]=[CH:10][C:9]=2[CH3:18])[C@H:5]1[OH:4])(=[O:31])[C:25]1[CH:26]=[CH:27][CH:28]=[CH:29][CH:30]=1. The yield is 0.760. (4) The reactants are Br[C:2]1[CH:15]=[C:14]2[C:5]([O:6][C:7]3[C:8]([F:24])=[CH:9][C:10]([O:22][CH3:23])=[CH:11][C:12]=3[C@@:13]32[CH2:20][CH2:19][S:18][C:17]([NH2:21])=[N:16]3)=[CH:4][CH:3]=1.[N-:25]=[N+:26]=[N-:27].[Na+].CN[C@@H]1CCCC[C@H]1NC.N#N. The catalyst is [Cu]I.O.CCO. The product is [N:25]([C:2]1[CH:15]=[C:14]2[C:5]([O:6][C:7]3[C:8]([F:24])=[CH:9][C:10]([O:22][CH3:23])=[CH:11][C:12]=3[C@@:13]32[CH2:20][CH2:19][S:18][C:17]([NH2:21])=[N:16]3)=[CH:4][CH:3]=1)=[N+:26]=[N-:27]. The yield is 0.624. (5) The reactants are [NH2:1][C:2]1[CH:3]=[C:4]([CH:8]2[C:17]([CH3:19])([CH3:18])[CH2:16][C:15]3[C:10](=[CH:11][CH:12]=[C:13]([C:20]([NH:22][S:23]([CH3:26])(=[O:25])=[O:24])=[O:21])[CH:14]=3)[NH:9]2)[CH:5]=[CH:6][CH:7]=1.[CH3:27][O:28][C:29](=[O:34])[C:30](Br)([CH3:32])[CH3:31].[C:35](=O)([O-])[O-].[K+].[K+]. The catalyst is CN(C)C=O. The product is [CH2:27]([O:28][C:29](=[O:34])[C:30]([NH:1][C:2]1[CH:7]=[CH:6][CH:5]=[C:4]([CH:8]2[C:17]([CH3:18])([CH3:19])[CH2:16][C:15]3[C:10](=[CH:11][CH:12]=[C:13]([C:20]([NH:22][S:23]([CH3:26])(=[O:25])=[O:24])=[O:21])[CH:14]=3)[NH:9]2)[CH:3]=1)([CH3:32])[CH3:31])[CH3:35]. The yield is 0.100. (6) The reactants are [NH2:1][CH2:2][C:3]1[CH:10]=[CH:9][C:6]([C:7]#[N:8])=[CH:5][CH:4]=1.N[C@H:12]([C:15]([OH:17])=[O:16])[CH2:13][SH:14].C(N(CC)CC)C.[CH3:25][C:26]([O:29][C:30](O[C:30]([O:29][C:26]([CH3:28])([CH3:27])[CH3:25])=[O:31])=[O:31])([CH3:28])[CH3:27]. The catalyst is CO. The product is [C:26]([O:29][C:30]([NH:8][CH2:7][C:6]1[CH:9]=[CH:10][C:3]([C:2]2[S:14][CH2:13][C@@H:12]([C:15]([OH:17])=[O:16])[N:1]=2)=[CH:4][CH:5]=1)=[O:31])([CH3:28])([CH3:27])[CH3:25]. The yield is 0.768. (7) The reactants are C[O:2][C:3]1[CH:8]=[CH:7][C:6]([C:9]2([C:12]([O:14][CH3:15])=[O:13])[CH2:11][CH2:10]2)=[CH:5][CH:4]=1.CCS.[Al+3].[Cl-].[Cl-].[Cl-]. The catalyst is ClCCl. The product is [CH3:15][O:14][C:12]([C:9]1([C:6]2[CH:5]=[CH:4][C:3]([OH:2])=[CH:8][CH:7]=2)[CH2:10][CH2:11]1)=[O:13]. The yield is 0.950. (8) The reactants are [Cl:1][C:2]1[CH:3]=[C:4]([NH:8][C:9]2[C:14]([NH2:15])=[CH:13][CH:12]=[CH:11][N:10]=2)[CH:5]=[CH:6][CH:7]=1.[C:16]([O:20][C:21]([NH:23][C@@H:24]([CH3:28])[C:25](O)=O)=[O:22])([CH3:19])([CH3:18])[CH3:17].C1C=NC2N(O)N=NC=2C=1.CN1CCOCC1.Cl.CN(C)CCCN=C=NCC. The catalyst is C(Cl)Cl. The product is [C:16]([O:20][C:21](=[O:22])[NH:23][C@H:24]([C:25]1[N:8]([C:4]2[CH:5]=[CH:6][CH:7]=[C:2]([Cl:1])[CH:3]=2)[C:9]2=[N:10][CH:11]=[CH:12][CH:13]=[C:14]2[N:15]=1)[CH3:28])([CH3:19])([CH3:18])[CH3:17]. The yield is 0.720. (9) The reactants are [CH2:1]([O:8][C:9]1[CH:14]=[CH:13][C:12]([OH:15])=[CH:11][C:10]=1[CH3:16])[C:2]1[CH:7]=[CH:6][CH:5]=[CH:4][CH:3]=1.F[C:18]1[CH:19]=[C:20]([CH:23]=[CH:24][CH:25]=1)[C:21]#[N:22].C1OCCOCCOCCOCCOCCOC1. The catalyst is CS(C)=O.CCOCC. The product is [CH2:1]([O:8][C:9]1[CH:14]=[CH:13][C:12]([O:15][C:18]2[CH:19]=[C:20]([CH:23]=[CH:24][CH:25]=2)[C:21]#[N:22])=[CH:11][C:10]=1[CH3:16])[C:2]1[CH:3]=[CH:4][CH:5]=[CH:6][CH:7]=1. The yield is 0.960. (10) The reactants are [C:1]([O:7][CH2:8][CH3:9])(=[O:6])[CH2:2][C:3]([O-:5])=[O:4].[H-].[Na+].Br[C:13]1[C:14]([F:24])=[C:15]2[C:20](=[CH:21][C:22]=1[F:23])[N:19]=[CH:18][CH:17]=[CH:16]2.Cl.O1CCO[CH2:28][CH2:27]1. The catalyst is O.COC(C)(C)C. The product is [CH2:8]([O:7][C:1](=[O:6])[CH:2]([C:13]1[C:14]([F:24])=[C:15]2[C:20](=[CH:21][C:22]=1[F:23])[N:19]=[CH:18][CH:17]=[CH:16]2)[C:3]([O:5][CH2:27][CH3:28])=[O:4])[CH3:9]. The yield is 0.354.